This data is from Peptide-MHC class I binding affinity with 185,985 pairs from IEDB/IMGT. The task is: Regression. Given a peptide amino acid sequence and an MHC pseudo amino acid sequence, predict their binding affinity value. This is MHC class I binding data. The peptide sequence is STLVEVTL. The MHC is Mamu-A01 with pseudo-sequence Mamu-A01. The binding affinity (normalized) is 0.138.